Dataset: Reaction yield outcomes from USPTO patents with 853,638 reactions. Task: Predict the reaction yield, written as a fraction of the theoretical maximum amount of product (1.0 means a 100% yield; for example, 0.34 means a 34% yield). (1) The catalyst is C1COCC1.CN1C(=O)CCC1. The product is [C:44]([NH:1][C:2]1[CH:33]=[CH:32][C:5]([C:6]([NH:8][C@H:9]2[CH2:14][CH2:13][CH2:12][C@@H:11]([NH:15][C:16]3[N:21]=[C:20]([C:22]4[C:30]5[C:25](=[CH:26][CH:27]=[CH:28][CH:29]=5)[NH:24][CH:23]=4)[C:19]([F:31])=[CH:18][N:17]=3)[CH2:10]2)=[O:7])=[CH:4][CH:3]=1)(=[O:47])[CH:45]=[CH2:46]. The reactants are [NH2:1][C:2]1[CH:33]=[CH:32][C:5]([C:6]([NH:8][C@H:9]2[CH2:14][CH2:13][CH2:12][C@@H:11]([NH:15][C:16]3[N:21]=[C:20]([C:22]4[C:30]5[C:25](=[CH:26][CH:27]=[CH:28][CH:29]=5)[NH:24][CH:23]=4)[C:19]([F:31])=[CH:18][N:17]=3)[CH2:10]2)=[O:7])=[CH:4][CH:3]=1.Cl.CCN(C(C)C)C(C)C.[C:44](Cl)(=[O:47])[CH:45]=[CH2:46]. The yield is 0.450. (2) The reactants are Br[C:2]1[CH:7]=[C:6]([F:8])[C:5]([CH:9]([N:13]2[CH2:27][CH2:26][C:16]3([O:21][CH2:20][C:19](=[O:22])[N:18]([CH:23]4[CH2:25][CH2:24]4)[CH2:17]3)[CH2:15][CH2:14]2)[C:10]([NH2:12])=[O:11])=[C:4]([F:28])[CH:3]=1.CC1(C)C(C)(C)OB([C:37]2[CH:46]=[C:45]3[C:40]([CH:41]=[CH:42][CH:43]=[N:44]3)=[CH:39][CH:38]=2)O1.C([O-])([O-])=O.[K+].[K+]. The catalyst is O1CCOCC1.C1C=CC(P(C2C=CC=CC=2)[C-]2C=CC=C2)=CC=1.C1C=CC(P(C2C=CC=CC=2)[C-]2C=CC=C2)=CC=1.Cl[Pd]Cl.[Fe+2].C(Cl)Cl. The product is [CH:23]1([N:18]2[CH2:17][C:16]3([CH2:26][CH2:27][N:13]([CH:9]([C:5]4[C:6]([F:8])=[CH:7][C:2]([C:37]5[CH:46]=[C:45]6[C:40]([CH:41]=[CH:42][CH:43]=[N:44]6)=[CH:39][CH:38]=5)=[CH:3][C:4]=4[F:28])[C:10]([NH2:12])=[O:11])[CH2:14][CH2:15]3)[O:21][CH2:20][C:19]2=[O:22])[CH2:25][CH2:24]1. The yield is 0.220. (3) The reactants are [Cl:1][C:2]1[CH:33]=[CH:32][C:5]([C:6]2[C:11](C3C=CC4C(=CC=C(C(O)=O)C=4)N=3)=[CH:10][C:9]([C:25]([N:27]3[CH2:31][CH2:30][CH2:29][CH2:28]3)=[O:26])=[CH:8][CH:7]=2)=[CH:4][CH:3]=1.CN(C(O[N:42]1N=[N:49][C:44]2[CH:45]=[CH:46][CH:47]=[CH:48][C:43]1=2)=[N+](C)C)C.F[P-](F)(F)(F)(F)F.CCN(C(C)C)C(C)C.[CH:67]1(NC2C(N)=CC=CC=2)[CH2:72][CH2:71][CH2:70][CH2:69][CH2:68]1.C(O[C:84](=O)[C:85]1[CH:90]=[CH:89][C:88]([NH:91][CH:92]2[CH2:97][CH2:96]CCC2)=[C:87](N)[CH:86]=1)C.ClC1C=CC=CC=1[N+]([O-])=O. The catalyst is CN(C=O)C. The product is [Cl:1][C:2]1[CH:3]=[CH:4][C:5]([C:6]2[CH:7]=[CH:8][C:9]([C:25]([N:27]3[CH2:31][CH2:30][CH2:29][CH2:28]3)=[O:26])=[CH:10][C:11]=2[C:92]2[CH:97]=[CH:96][C:87]3[C:88](=[CH:89][CH:90]=[C:85]([C:84]4[N:42]([CH:67]5[CH2:72][CH2:71][CH2:70][CH2:69][CH2:68]5)[C:43]5[CH:48]=[CH:47][CH:46]=[CH:45][C:44]=5[N:49]=4)[CH:86]=3)[N:91]=2)=[CH:32][CH:33]=1. The yield is 0.390. (4) The reactants are C(OC([N:8]1[CH2:14][CH2:13][CH2:12][N:11]([CH2:15][C:16]2[C:24]3[O:23][CH:22]=[CH:21][C:20]=3[CH:19]=[C:18]([NH2:25])[CH:17]=2)[CH2:10][CH2:9]1)=O)(C)(C)C.[CH3:26][C:27]1[CH:32]=[CH:31][CH:30]=[CH:29][C:28]=1[S:33]([Cl:36])(=[O:35])=[O:34]. No catalyst specified. The product is [ClH:36].[ClH:36].[N:11]1([CH2:15][C:16]2[C:24]3[O:23][CH:22]=[CH:21][C:20]=3[CH:19]=[C:18]([NH:25][S:33]([C:28]3[CH:29]=[CH:30][CH:31]=[CH:32][C:27]=3[CH3:26])(=[O:35])=[O:34])[CH:17]=2)[CH2:12][CH2:13][CH2:14][NH:8][CH2:9][CH2:10]1. The yield is 0.280. (5) The reactants are [NH2:1][C:2]1[N:7]=[C:6]([O:8]C)[C:5]([C:10]([NH:12][CH2:13][CH:14]2[CH2:19][CH2:18][N:17]([CH2:20][CH2:21][CH2:22][O:23][CH3:24])[CH2:16][CH2:15]2)=[O:11])=[CH:4][C:3]=1[Cl:25]. The catalyst is Cl. The product is [NH2:1][C:2]1[NH:7][C:6](=[O:8])[C:5]([C:10]([NH:12][CH2:13][CH:14]2[CH2:19][CH2:18][N:17]([CH2:20][CH2:21][CH2:22][O:23][CH3:24])[CH2:16][CH2:15]2)=[O:11])=[CH:4][C:3]=1[Cl:25]. The yield is 0.460. (6) The reactants are [C:1]([C:4]1[CH:5]=[C:6]([CH:17]=[CH:18][CH:19]=1)[O:7][C:8]1[CH:13]=[CH:12][C:11]([N+:14]([O-])=O)=[CH:10][CH:9]=1)([OH:3])=[O:2]. The catalyst is CO.[Pd]. The product is [C:1]([C:4]1[CH:5]=[C:6]([CH:17]=[CH:18][CH:19]=1)[O:7][C:8]1[CH:13]=[CH:12][C:11]([NH2:14])=[CH:10][CH:9]=1)([OH:3])=[O:2]. The yield is 0.480.